This data is from Full USPTO retrosynthesis dataset with 1.9M reactions from patents (1976-2016). The task is: Predict the reactants needed to synthesize the given product. (1) Given the product [CH:29]1([N:26]2[C:25]3[CH:36]=[CH:37][CH:38]=[CH:39][C:24]=3[N:23]([CH2:40][C:41](=[O:46])[C:42]([CH3:45])([CH3:44])[CH3:43])[C:22](=[O:47])[N:21]([CH2:20][C:19]([NH:18][C:14]3[CH:13]=[C:12]([S:11][CH2:10][C:9]([OH:49])=[O:8])[CH:17]=[CH:16][CH:15]=3)=[O:48])[C:27]2=[O:28])[CH2:35][CH2:34][CH2:33][CH2:32][CH2:31][CH2:30]1, predict the reactants needed to synthesize it. The reactants are: C([O:8][C:9](=[O:49])[CH2:10][S:11][C:12]1[CH:17]=[CH:16][CH:15]=[C:14]([NH:18][C:19](=[O:48])[CH2:20][N:21]2[C:27](=[O:28])[N:26]([CH:29]3[CH2:35][CH2:34][CH2:33][CH2:32][CH2:31][CH2:30]3)[C:25]3[CH:36]=[CH:37][CH:38]=[CH:39][C:24]=3[N:23]([CH2:40][C:41](=[O:46])[C:42]([CH3:45])([CH3:44])[CH3:43])[C:22]2=[O:47])[CH:13]=1)C1C=CC=CC=1.[OH-].[Na+].OS([O-])(=O)=O.[K+]. (2) Given the product [C:1]([O:5][C:6]([N:8]1[CH2:13][CH2:12][N:11]([C:14]([O:16][C:17]([CH3:20])([CH3:19])[CH3:18])=[O:15])[CH2:10][C@@H:9]1[C:21]([O:23][CH3:24])=[O:22])=[O:7])([CH3:4])([CH3:2])[CH3:3], predict the reactants needed to synthesize it. The reactants are: [C:1]([O:5][C:6]([N:8]1[CH2:13][CH2:12][N:11]([C:14]([O:16][C:17]([CH3:20])([CH3:19])[CH3:18])=[O:15])[CH2:10][C@@H:9]1[C:21]([OH:23])=[O:22])=[O:7])([CH3:4])([CH3:3])[CH3:2].[C:24]([O-])([O-])=O.[Cs+].[Cs+].CI. (3) Given the product [Cl:10][C:11]1[CH:16]=[CH:15][C:14]([N+:17]([O-:19])=[O:18])=[CH:13][C:12]=1[C:20]1[CH:21]=[CH:8][C:3]2[C:2](=[CH:7][CH:6]=[CH:5][N:4]=2)[N:1]=1, predict the reactants needed to synthesize it. The reactants are: [NH2:1][C:2]1[C:3]([CH:8]=O)=[N:4][CH:5]=[CH:6][CH:7]=1.[Cl:10][C:11]1[CH:16]=[CH:15][C:14]([N+:17]([O-:19])=[O:18])=[CH:13][C:12]=1[C:20](=O)[CH3:21].[OH-].[Na+]. (4) Given the product [Cl:8][C:6]1[N:5]=[CH:4][N:3]=[C:2]([NH:9][C:10]2[CH:11]=[C:12]([CH:17]=[CH:18][C:19]=2[CH3:20])[C:13]([NH:15][CH3:16])=[O:14])[CH:7]=1, predict the reactants needed to synthesize it. The reactants are: Cl[C:2]1[CH:7]=[C:6]([Cl:8])[N:5]=[CH:4][N:3]=1.[NH2:9][C:10]1[CH:11]=[C:12]([CH:17]=[CH:18][C:19]=1[CH3:20])[C:13]([NH:15][CH3:16])=[O:14].CCN(C(C)C)C(C)C. (5) Given the product [OH:41][NH:28][C:21](=[O:22])[C:3]([C:12]1[CH:13]=[CH:14][C:15]([N:18]([CH3:19])[CH3:20])=[CH:16][CH:17]=1)=[CH:4][CH:5]=[CH:6][CH2:7][CH2:8][O:44][CH3:42], predict the reactants needed to synthesize it. The reactants are: CO[CH:3]([C:12]1[CH:17]=[CH:16][C:15]([N:18]([CH3:20])[CH3:19])=[CH:14][CH:13]=1)[CH2:4][CH:5]=[CH:6][CH:7]=[CH:8]C(O)=O.[C:21]([N:28]1C=CN=C1)(N1C=CN=C1)=[O:22].[Si](N[OH:41])(C(C)(C)C)(C)C.[C:42](OCC)(=[O:44])C. (6) Given the product [NH2:55][C:56]1[CH:61]=[CH:60][CH:59]=[CH:58][C:57]=1[NH:62][C:63](=[O:74])[C:64]1[CH:69]=[CH:68][C:67]([NH:70][CH2:71][CH2:72][NH:73][C:39]([C:40]2[C:41]([CH3:42])=[C:53]([CH:54]=[N:14][N:13]=[C:7]3[C:6]4[C:75](=[CH:11][C:3]([O:2][CH3:1])=[CH:4][CH:5]=4)[NH:76][C:78]3=[O:79])[NH:50][C:51]=2[CH3:52])=[O:38])=[N:66][CH:65]=1, predict the reactants needed to synthesize it. The reactants are: [CH3:1][O:2][C:3]1[CH:11]=C2[C:6]([C:7](=[N:13][N:14]=CC3(C)CC(C)(C(O)=O)CN3)C(=O)N2)=[CH:5][CH:4]=1.Cl.C(N=C=NCCCN(C)C)C.[OH:38][C:39]1C2N=NNC=2[CH:42]=[CH:41][CH:40]=1.C([N:50]([CH2:53][CH3:54])[CH2:51][CH3:52])C.[NH2:55][C:56]1[CH:61]=[CH:60][CH:59]=[CH:58][C:57]=1[NH:62][C:63](=[O:74])[C:64]1[CH:69]=[CH:68][C:67]([NH:70][CH2:71][CH2:72][NH2:73])=[N:66][CH:65]=1.[CH3:75][N:76]([CH:78]=[O:79])C. (7) Given the product [CH3:1][O:2][C:3](=[O:21])[C:4]1[CH:9]=[CH:8][C:7]([CH3:10])=[C:6]([N:11]2[C:16]([CH3:17])=[CH:15][C:14]([CH2:18][O:36][C:30]3[CH:31]=[CH:32][C:33]([F:35])=[CH:34][C:29]=3[F:28])=[CH:13][C:12]2=[O:20])[CH:5]=1, predict the reactants needed to synthesize it. The reactants are: [CH3:1][O:2][C:3](=[O:21])[C:4]1[CH:9]=[CH:8][C:7]([CH3:10])=[C:6]([N:11]2[C:16]([CH3:17])=[CH:15][C:14]([CH2:18]Br)=[CH:13][C:12]2=[O:20])[CH:5]=1.C(=O)([O-])[O-].[Cs+].[Cs+].[F:28][C:29]1[CH:34]=[C:33]([F:35])[CH:32]=[CH:31][C:30]=1[OH:36]. (8) Given the product [NH2:45][C:36](=[O:38])[CH2:35][C:34]1[C:29]([CH2:28][CH2:27][C:25]2[C:24]([C:39]([F:41])([F:40])[F:42])=[CH:23][N:22]=[C:21]([NH:20][C:17]3[CH:18]=[CH:19][C:14]([CH:11]4[CH2:10][CH2:9][N:8]([C:6]([O:5][C:1]([CH3:3])([CH3:4])[CH3:2])=[O:7])[CH2:13][CH2:12]4)=[CH:15][CH:16]=3)[N:26]=2)=[N:30][CH:31]=[N:32][CH:33]=1, predict the reactants needed to synthesize it. The reactants are: [C:1]([O:5][C:6]([N:8]1[CH2:13][CH2:12][CH:11]([C:14]2[CH:19]=[CH:18][C:17]([NH:20][C:21]3[N:26]=[C:25]([CH2:27][CH2:28][C:29]4[C:34]([CH2:35][C:36]([O-:38])=O)=[CH:33][N:32]=[CH:31][N:30]=4)[C:24]([C:39]([F:42])([F:41])[F:40])=[CH:23][N:22]=3)=[CH:16][CH:15]=2)[CH2:10][CH2:9]1)=[O:7])([CH3:4])([CH3:3])[CH3:2].[Li+].O[N:45]1C2C=CC=CC=2N=N1.CCN=C=NCCCN(C)C.C(N(CC)C(C)C)(C)C.C(=O)([O-])[O-].[NH4+].[NH4+].